This data is from Forward reaction prediction with 1.9M reactions from USPTO patents (1976-2016). The task is: Predict the product of the given reaction. (1) The product is: [OH:52][C@H:39]([C:40]1[CH:45]=[CH:44][C:43]([OH:46])=[C:42]([NH:47][S:48]([CH3:51])(=[O:49])=[O:50])[CH:41]=1)[CH2:38][NH:37][CH2:36][CH:33]1[CH2:32][CH2:31][N:30]([C:27]2[CH:28]=[CH:29][C:24]([C:23]([NH:22][C@@H:10]([CH2:11][C:12]([OH:14])=[O:13])[C:9]([OH:54])=[O:8])=[O:53])=[CH:25][CH:26]=2)[CH2:35][CH2:34]1. Given the reactants C([O:8][C:9](=[O:54])[C@@H:10]([NH:22][C:23](=[O:53])[C:24]1[CH:29]=[CH:28][C:27]([N:30]2[CH2:35][CH2:34][CH:33]([CH2:36][NH:37][CH2:38][C@H:39]([OH:52])[C:40]3[CH:45]=[CH:44][C:43]([OH:46])=[C:42]([NH:47][S:48]([CH3:51])(=[O:50])=[O:49])[CH:41]=3)[CH2:32][CH2:31]2)=[CH:26][CH:25]=1)[CH2:11][C:12]([O:14]CC1C=CC=CC=1)=[O:13])C1C=CC=CC=1, predict the reaction product. (2) Given the reactants [C:1]([NH:5][S:6]([C:9]1[CH:14]=[CH:13][C:12]([CH3:15])=[CH:11][C:10]=1[F:16])(=[O:8])=[O:7])([CH3:4])([CH3:3])[CH3:2].C1C(=O)N([Br:24])C(=O)C1, predict the reaction product. The product is: [Br:24][CH2:15][C:12]1[CH:13]=[CH:14][C:9]([S:6]([NH:5][C:1]([CH3:4])([CH3:3])[CH3:2])(=[O:7])=[O:8])=[C:10]([F:16])[CH:11]=1.